From a dataset of Forward reaction prediction with 1.9M reactions from USPTO patents (1976-2016). Predict the product of the given reaction. Given the reactants [C:1]([N:5]=[C:6]=[O:7])([CH3:4])([CH3:3])[CH3:2].[Cl:8][C:9]1[CH:14]=[CH:13][C:12]([C:15]2[N:16]=[CH:17][N:18](COCC[Si](C)(C)C)[C:19]=2[C:20]2[CH:25]=[CH:24][C:23]([Cl:26])=[CH:22][CH:21]=2)=[CH:11][CH:10]=1, predict the reaction product. The product is: [C:1]([NH:5][C:6]([C:17]1[NH:18][C:19]([C:20]2[CH:25]=[CH:24][C:23]([Cl:26])=[CH:22][CH:21]=2)=[C:15]([C:12]2[CH:11]=[CH:10][C:9]([Cl:8])=[CH:14][CH:13]=2)[N:16]=1)=[O:7])([CH3:4])([CH3:3])[CH3:2].